Dataset: Reaction yield outcomes from USPTO patents with 853,638 reactions. Task: Predict the reaction yield, written as a fraction of the theoretical maximum amount of product (1.0 means a 100% yield; for example, 0.34 means a 34% yield). (1) The reactants are Br[CH2:2][C:3]([C:5]1[S:6][C:7]2[CH:14]=[CH:13][CH:12]=[CH:11][C:8]=2[C:9]=1[CH3:10])=[O:4].C1N2CN3CN(C2)C[N:16]1C3.C(OCC)C.[Cl:30]C(Cl)Cl. No catalyst specified. The product is [ClH:30].[NH2:16][CH2:2][C:3]([C:5]1[S:6][C:7]2[CH:14]=[CH:13][CH:12]=[CH:11][C:8]=2[C:9]=1[CH3:10])=[O:4]. The yield is 0.930. (2) The reactants are [C:1]1(B(O)O)[CH:6]=[CH:5][CH:4]=[CH:3][CH:2]=1.[F:10][C:11]1([F:17])[CH2:16][CH2:15][NH:14][CH2:13][CH2:12]1.O.O=[CH:20][C:21]([OH:23])=[O:22]. The catalyst is C(Cl)Cl. The product is [F:10][C:11]1([F:17])[CH2:16][CH2:15][N:14]([CH:20]([C:1]2[CH:6]=[CH:5][CH:4]=[CH:3][CH:2]=2)[C:21]([OH:23])=[O:22])[CH2:13][CH2:12]1. The yield is 0.611. (3) The product is [F:40][C:21]1[CH:22]=[C:23]([NH:26][C:27]([NH:29][C:30]2[CH:35]=[CH:34][C:33]([C:36]([F:39])([F:37])[F:38])=[CH:32][CH:31]=2)=[O:28])[CH:24]=[CH:25][C:20]=1[O:19][C:13]1[C:12]2[C:17](=[CH:18][C:9]([OH:8])=[C:10]([O:41][CH3:42])[CH:11]=2)[N:16]=[CH:15][CH:14]=1. The catalyst is C1CCCCC=1.C(O)C.[Pd]. The reactants are C([O:8][C:9]1[CH:18]=[C:17]2[C:12]([C:13]([O:19][C:20]3[CH:25]=[CH:24][C:23]([NH:26][C:27]([NH:29][C:30]4[CH:35]=[CH:34][C:33]([C:36]([F:39])([F:38])[F:37])=[CH:32][CH:31]=4)=[O:28])=[CH:22][C:21]=3[F:40])=[CH:14][CH:15]=[N:16]2)=[CH:11][C:10]=1[O:41][CH3:42])C1C=CC=CC=1. The yield is 0.890. (4) The reactants are Cl[C:2]1[N:7]=[C:6]([S:8][CH3:9])[C:5]([Cl:10])=[CH:4][N:3]=1.CCN(C(C)C)C(C)C.[NH2:20][C@@H:21]1[CH2:26][CH2:25][CH2:24][C@H:23]([C:27]([NH2:29])=[O:28])[CH2:22]1.C(OCC)(=O)C.CCCCCC. The catalyst is C(O)(C)C. The product is [Cl:10][C:5]1[C:6]([S:8][CH3:9])=[N:7][C:2]([NH:20][C@@H:21]2[CH2:26][CH2:25][CH2:24][C@H:23]([C:27]([NH2:29])=[O:28])[CH2:22]2)=[N:3][CH:4]=1. The yield is 0.709. (5) The reactants are OC1C=C(N[C:9]2[N:14]=[C:13]([NH:15][C:16]3[CH:21]=[CH:20][CH:19]=[C:18]([OH:22])[CH:17]=3)[C:12]([F:23])=[CH:11][N:10]=2)C=CC=1.[OH:24][C:25]1[C:26]([CH3:32])=[C:27]([CH:29]=[CH:30][CH:31]=1)[NH2:28].Cl[C:34]1N=C(Cl)C(F)=CN=1. No catalyst specified. The product is [OH:24][C:25]1[C:26]([CH3:32])=[C:27]([NH:28][C:9]2[N:14]=[C:13]([NH:15][C:16]3[CH:21]=[CH:20][CH:19]=[C:18]([OH:22])[C:17]=3[CH3:34])[C:12]([F:23])=[CH:11][N:10]=2)[CH:29]=[CH:30][CH:31]=1. The yield is 0.880. (6) The reactants are NC1C=NN(CC(F)F)C=1N1CCCC(O)CC1.Br[C:20]1[N:24]([CH2:25][C:26]([F:29])([F:28])[F:27])[N:23]=[CH:22][C:21]=1[N+:30]([O-])=O.[NH:33]1[CH2:39][CH2:38][CH2:37][C@@H:36]([NH:40][C:41](=[O:46])[C:42]([F:45])([F:44])[F:43])[CH2:35][CH2:34]1. No catalyst specified. The product is [NH2:30][C:21]1[CH:22]=[N:23][N:24]([CH2:25][C:26]([F:29])([F:28])[F:27])[C:20]=1[N:33]1[CH2:39][CH2:38][CH2:37][C@@H:36]([NH:40][C:41](=[O:46])[C:42]([F:44])([F:43])[F:45])[CH2:35][CH2:34]1. The yield is 0.530.